This data is from Forward reaction prediction with 1.9M reactions from USPTO patents (1976-2016). The task is: Predict the product of the given reaction. (1) Given the reactants [F:1][C:2]1[CH:31]=[C:30](F)[CH:29]=[CH:28][C:3]=1[CH2:4][N:5]1[C:10](=[O:11])[CH:9]=[CH:8][C:7]([CH2:12][C:13]2[C:21]3[C:16](=[CH:17][CH:18]=[CH:19][CH:20]=3)[N:15]([CH2:22][C:23]([O:25][CH3:26])=[O:24])[C:14]=2[CH3:27])=[CH:6]1.CC1N(CC(OC)=O)C2C(C=1CC1C=CC(=O)NC=1)=CC=CC=2.C(=O)([O-])[O-].[K+].[K+].FC1C=CC=CC=1CBr, predict the reaction product. The product is: [F:1][C:2]1[CH:31]=[CH:30][CH:29]=[CH:28][C:3]=1[CH2:4][N:5]1[C:10](=[O:11])[CH:9]=[CH:8][C:7]([CH2:12][C:13]2[C:21]3[C:16](=[CH:17][CH:18]=[CH:19][CH:20]=3)[N:15]([CH2:22][C:23]([O:25][CH3:26])=[O:24])[C:14]=2[CH3:27])=[CH:6]1. (2) Given the reactants Br[C:2]1[N:7]=[N:6][C:5]([N:8]2[CH2:13][CH2:12][N:11]([C:14](=[N:26]C#N)[NH:15][C:16]3[CH:25]=[CH:24][CH:23]=[C:22]4[C:17]=3[CH:18]=[CH:19][CH:20]=[N:21]4)[CH:10]([CH:29]([CH3:31])[CH3:30])[CH2:9]2)=[CH:4][CH:3]=1.[CH:32]([N:35]([CH2:39]C)[CH:36](C)C)(C)C.Cl.C[NH:43][CH3:44].ClCCl.[C]=[O:49], predict the reaction product. The product is: [C:44]([N:21]1[C:22]2[C:17](=[C:16]([NH:15][C:14]([N:11]3[CH2:12][CH2:13][N:8]([C:5]4[N:6]=[N:7][C:2]([C:39]([N:35]([CH3:36])[CH3:32])=[O:49])=[CH:3][CH:4]=4)[CH2:9][CH:10]3[CH:29]([CH3:30])[CH3:31])=[NH:26])[CH:25]=[CH:24][CH:23]=2)[CH:18]=[CH:19][CH2:20]1)#[N:43]. (3) Given the reactants I[CH2:2][CH2:3][CH2:4][CH3:5].[OH:6][C:7]1[CH:8]=[C:9]([CH:14]=[CH:15][C:16]=1[I:17])[C:10]([O:12][CH3:13])=[O:11].C(=O)([O-])[O-].[K+].[K+].O, predict the reaction product. The product is: [CH2:2]([O:6][C:7]1[CH:8]=[C:9]([CH:14]=[CH:15][C:16]=1[I:17])[C:10]([O:12][CH3:13])=[O:11])[CH2:3][CH2:4][CH3:5]. (4) Given the reactants [NH:1]1[C:9]2[C:4](=[CH:5][C:6]([C:10]([NH2:12])=[O:11])=[CH:7][CH:8]=2)[CH:3]=[CH:2]1.[H-].[Na+].Cl[C:16]1[C:21]([C:22]#[N:23])=[CH:20][N:19]=[C:18]2[S:24][C:25]([C:27]3[CH:32]=[CH:31][CH:30]=[CH:29][CH:28]=3)=[CH:26][C:17]=12, predict the reaction product. The product is: [C:22]([C:21]1[C:16]([NH:12][C:10]([C:6]2[CH:5]=[C:4]3[C:9](=[CH:8][CH:7]=2)[NH:1][CH:2]=[CH:3]3)=[O:11])=[C:17]2[CH:26]=[C:25]([C:27]3[CH:28]=[CH:29][CH:30]=[CH:31][CH:32]=3)[S:24][C:18]2=[N:19][CH:20]=1)#[N:23].